Dataset: Full USPTO retrosynthesis dataset with 1.9M reactions from patents (1976-2016). Task: Predict the reactants needed to synthesize the given product. (1) Given the product [OH:5][CH2:6][CH2:7][C:8]1[N:17]=[C:16]2[C:11]([CH:12]([CH3:25])[CH2:13][CH2:14][N:15]2[C:18]([O:20][C:21]([CH3:24])([CH3:23])[CH3:22])=[O:19])=[CH:10][CH:9]=1, predict the reactants needed to synthesize it. The reactants are: [Li+].[BH4-].C([O:5][C:6](=O)[CH2:7][C:8]1[N:17]=[C:16]2[C:11]([CH:12]([CH3:25])[CH2:13][CH2:14][N:15]2[C:18]([O:20][C:21]([CH3:24])([CH3:23])[CH3:22])=[O:19])=[CH:10][CH:9]=1)C. (2) The reactants are: [NH2:1][C:2]1[C:11]2[CH:10]=[CH:9][C:8]([F:12])=[C:7](Br)[C:6]=2[N:5]=[C:4]2[CH2:14][N:15]([CH2:18][CH3:19])[C:16](=[O:17])[C:3]=12.[CH3:20][O:21][C:22]1[CH:27]=[C:26]([O:28][CH3:29])[CH:25]=[CH:24][C:23]=1B(O)O. Given the product [NH2:1][C:2]1[C:11]2[CH:10]=[CH:9][C:8]([F:12])=[C:7]([C:25]3[CH:24]=[CH:23][C:22]([O:21][CH3:20])=[CH:27][C:26]=3[O:28][CH3:29])[C:6]=2[N:5]=[C:4]2[CH2:14][N:15]([CH2:18][CH3:19])[C:16](=[O:17])[C:3]=12, predict the reactants needed to synthesize it.